The task is: Predict the reactants needed to synthesize the given product.. This data is from Full USPTO retrosynthesis dataset with 1.9M reactions from patents (1976-2016). (1) Given the product [NH2:1][C:2]1[C:3]2[N:11]=[C:10]([C:12]3[CH:13]=[C:14]([CH:18]=[C:19]([F:21])[CH:20]=3)[C:15]([NH:23][CH2:24][CH2:25][N:26]([CH3:27])[CH3:28])=[O:17])[CH:9]=[CH:8][C:4]=2[N:5]=[CH:6][N:7]=1, predict the reactants needed to synthesize it. The reactants are: [NH2:1][C:2]1[C:3]2[N:11]=[C:10]([C:12]3[CH:13]=[C:14]([CH:18]=[C:19]([F:21])[CH:20]=3)[C:15]([OH:17])=O)[CH:9]=[CH:8][C:4]=2[N:5]=[CH:6][N:7]=1.C[NH:23][CH2:24][CH2:25][NH:26][CH3:27].[CH3:28]N(C(ON1N=NC2C=CC=NC1=2)=[N+](C)C)C.F[P-](F)(F)(F)(F)F.CCN(C(C)C)C(C)C. (2) Given the product [F:1][C:2]1[CH:7]=[CH:6][C:5]([C:8]2[C:13](/[CH:14]=[CH:15]/[C:16]([Cl:31])=[O:17])=[C:12]([CH:19]([CH3:21])[CH3:20])[N:11]=[C:10]([N:22]([CH3:27])[S:23]([CH3:26])(=[O:25])=[O:24])[N:9]=2)=[CH:4][CH:3]=1, predict the reactants needed to synthesize it. The reactants are: [F:1][C:2]1[CH:7]=[CH:6][C:5]([C:8]2[C:13](/[CH:14]=[CH:15]/[C:16](O)=[O:17])=[C:12]([CH:19]([CH3:21])[CH3:20])[N:11]=[C:10]([N:22]([CH3:27])[S:23]([CH3:26])(=[O:25])=[O:24])[N:9]=2)=[CH:4][CH:3]=1.C(Cl)(=O)C([Cl:31])=O.ClCCl. (3) Given the product [CH2:22]([O:24][C:25](=[O:31])[CH2:26][C:27](=[O:30])[CH2:28][S:9][C:5]1[CH:6]=[CH:7][CH:8]=[C:3]([O:2][CH3:1])[CH:4]=1)[CH3:23], predict the reactants needed to synthesize it. The reactants are: [CH3:1][O:2][C:3]1[CH:4]=[C:5]([SH:9])[CH:6]=[CH:7][CH:8]=1.C(=O)([O-])[O-].[K+].[K+].C(O)(=O)CCC.[CH2:22]([O:24][C:25](=[O:31])[CH2:26][C:27](=[O:30])[CH2:28]Cl)[CH3:23]. (4) Given the product [CH3:17][C:15]1([OH:16])[CH:13]2[CH2:12][CH2:11][CH:10]1[CH2:9][NH:8][CH2:14]2, predict the reactants needed to synthesize it. The reactants are: C([N:8]1[CH2:14][CH:13]2[C:15]([CH3:17])([OH:16])[CH:10]([CH2:11][CH2:12]2)[CH2:9]1)C1C=CC=CC=1.N#N. (5) Given the product [CH3:29][C:12]1[S:11]/[C:10](=[N:9]\[C:8]([N:40]2[CH2:44][CH2:43][CH2:42][CH:41]2[C:45]2[CH:46]=[N:47][CH:48]=[CH:49][CH:50]=2)=[O:30])/[N:14]([C:15]2[CH:28]=[CH:27][C:18]3[O:19][C:20]([F:25])([F:26])[C:21]([F:23])([F:24])[O:22][C:17]=3[CH:16]=2)[CH:13]=1, predict the reactants needed to synthesize it. The reactants are: [I-].C[N+]1C=CN([C:8](=[O:30])/[N:9]=[C:10]2\[S:11][C:12]([CH3:29])=[CH:13][N:14]\2[C:15]2[CH:28]=[CH:27][C:18]3[O:19][C:20]([F:26])([F:25])[C:21]([F:24])([F:23])[O:22][C:17]=3[CH:16]=2)C=1.C(N(CC)C(C)C)(C)C.[NH:40]1[CH2:44][CH2:43][CH2:42][CH:41]1[C:45]1[CH:46]=[N:47][CH:48]=[CH:49][CH:50]=1. (6) Given the product [CH3:24][C:23]1[CH2:22][CH2:21][C@H:16]([C:17]([O:19][CH3:20])=[O:18])[N:15]=1, predict the reactants needed to synthesize it. The reactants are: C(O)(C(F)(F)F)=O.C(OC([NH:15][C@H:16]([CH2:21][CH2:22][C:23](=O)[CH3:24])[C:17]([O:19][CH3:20])=[O:18])=O)(C)(C)C. (7) Given the product [NH:1]1[C:6]2[CH:10]=[CH:9][S:8][C:7]=2[C:11](=[O:12])[NH:4][C:2]1=[O:3], predict the reactants needed to synthesize it. The reactants are: [NH2:1][C:2]([NH2:4])=[O:3].N[C:6]1[CH:10]=[CH:9][S:8][C:7]=1[C:11](OC)=[O:12].